From a dataset of Peptide-MHC class I binding affinity with 185,985 pairs from IEDB/IMGT. Regression. Given a peptide amino acid sequence and an MHC pseudo amino acid sequence, predict their binding affinity value. This is MHC class I binding data. (1) The peptide sequence is LFYKLDVV. The MHC is H-2-Kb with pseudo-sequence H-2-Kb. The binding affinity (normalized) is 0.348. (2) The peptide sequence is CYMHVSDYY. The MHC is HLA-A68:02 with pseudo-sequence HLA-A68:02. The binding affinity (normalized) is 0.0847. (3) The peptide sequence is AVFPRYHPR. The MHC is HLA-B58:01 with pseudo-sequence HLA-B58:01. The binding affinity (normalized) is 0.0847. (4) The peptide sequence is LAGAWRDLW. The MHC is Mamu-A2201 with pseudo-sequence Mamu-A2201. The binding affinity (normalized) is 0. (5) The MHC is HLA-B44:02 with pseudo-sequence HLA-B44:02. The peptide sequence is HEWMTTEDM. The binding affinity (normalized) is 0.299. (6) The peptide sequence is VPADHRLAF. The MHC is HLA-A03:01 with pseudo-sequence HLA-A03:01. The binding affinity (normalized) is 0.0847.